This data is from Reaction yield outcomes from USPTO patents with 853,638 reactions. The task is: Predict the reaction yield, written as a fraction of the theoretical maximum amount of product (1.0 means a 100% yield; for example, 0.34 means a 34% yield). (1) The reactants are [CH3:1][O:2][C:3]1[CH:4]=[C:5]([C:12]2[CH:17]=[CH:16][CH:15]=[CH:14][CH:13]=2)[CH:6]=[C:7]([N+:9]([O-])=O)[CH:8]=1. The catalyst is C(O)C.[Pd]. The product is [CH3:1][O:2][C:3]1[CH:8]=[C:7]([NH2:9])[CH:6]=[C:5]([C:12]2[CH:17]=[CH:16][CH:15]=[CH:14][CH:13]=2)[CH:4]=1. The yield is 0.910. (2) The reactants are [Br:1][C:2]1[CH:7]=[CH:6][N:5]=[C:4]2[N:8]([S:18]([C:21]3[CH:26]=[CH:25][CH:24]=[CH:23][CH:22]=3)(=[O:20])=[O:19])[C:9](I)([C:11]3[CH:12]=[N:13][CH:14]=[CH:15][CH:16]=3)[CH2:10][C:3]=12.N1C=CC=C(B(O)O)C=1.C(=O)([O-])[O-].[Na+].[Na+]. The catalyst is [Pd].C1(P(C2C=CC=CC=2)C2C=CC=CC=2)C=CC=CC=1.C1(P(C2C=CC=CC=2)C2C=CC=CC=2)C=CC=CC=1.C1(P(C2C=CC=CC=2)C2C=CC=CC=2)C=CC=CC=1.C1(P(C2C=CC=CC=2)C2C=CC=CC=2)C=CC=CC=1.O1CCOCC1. The product is [Br:1][C:2]1[CH:7]=[CH:6][N:5]=[C:4]2[N:8]([S:18]([C:21]3[CH:22]=[CH:23][CH:24]=[CH:25][CH:26]=3)(=[O:20])=[O:19])[C:9]([C:11]3[CH:12]=[N:13][CH:14]=[CH:15][CH:16]=3)=[CH:10][C:3]=12. The yield is 0.500. (3) The reactants are C([Li])CCC.C(NC(C)C)(C)C.[CH3:13][O:14][C:15]1[CH:16]=[C:17]([CH:23](CCC2OCCO2)[C:24]#[N:25])[CH:18]=[CH:19][C:20]=1[O:21][CH3:22].BrCCC1OCCO1.C[O:42][C:43]1[CH:44]=[C:45]([CH2:51]C#N)[CH:46]=[CH:47][C:48]=1[O:49]C.IC(C)C.[NH4+].[Cl-]. The catalyst is C1COCC1.C(OCC)C. The product is [C:24]([C:23]1([C:17]2[CH:18]=[CH:19][C:20]([O:21][CH3:22])=[C:15]([O:14][CH3:13])[CH:16]=2)[O:49][CH:48]([CH2:47][CH2:46][CH:45]([CH3:51])[CH3:44])[CH2:43][O:42]1)#[N:25]. The yield is 0.490. (4) The product is [Cl:24][C:23]1[C:18]2[N:19]([CH:2]=[C:3]([C:5]3[C:6]([C:11]4[CH:16]=[CH:15][CH:14]=[CH:13][CH:12]=4)=[N:7][O:8][C:9]=3[CH3:10])[N:17]=2)[CH:20]=[CH:21][CH:22]=1. No catalyst specified. The yield is 0.760. The reactants are Br[CH2:2][C:3]([C:5]1[C:6]([C:11]2[CH:16]=[CH:15][CH:14]=[CH:13][CH:12]=2)=[N:7][O:8][C:9]=1[CH3:10])=O.[NH2:17][C:18]1[C:23]([Cl:24])=[CH:22][CH:21]=[CH:20][N:19]=1.